Dataset: Full USPTO retrosynthesis dataset with 1.9M reactions from patents (1976-2016). Task: Predict the reactants needed to synthesize the given product. (1) Given the product [CH3:17][CH:16]([S:13]([NH:12][CH:8]1[C:9]2[C:5](=[CH:4][C:3]([CH2:2][N:23]3[CH:24]=[C:25]([C:26]([O:28][CH2:29][CH3:30])=[O:27])[C:21]([C:20]([F:19])([F:31])[F:32])=[N:22]3)=[CH:11][CH:10]=2)[CH2:6][CH2:7]1)(=[O:15])=[O:14])[CH3:18], predict the reactants needed to synthesize it. The reactants are: Cl[CH2:2][C:3]1[CH:4]=[C:5]2[C:9](=[CH:10][CH:11]=1)[CH:8]([NH:12][S:13]([CH:16]([CH3:18])[CH3:17])(=[O:15])=[O:14])[CH2:7][CH2:6]2.[F:19][C:20]([F:32])([F:31])[C:21]1[C:25]([C:26]([O:28][CH2:29][CH3:30])=[O:27])=[CH:24][NH:23][N:22]=1.C(=O)([O-])[O-].[K+].[K+]. (2) Given the product [CH3:1][O:2][C:3](=[O:29])[C@@H:4]([NH:14][C:15]([C:17]1[CH:21]=[C:20]([O:22][CH2:37][C:38](=[O:43])[C:39]([CH3:42])([CH3:41])[CH3:40])[N:19]([C:23]2[CH:24]=[CH:25][CH:26]=[CH:27][CH:28]=2)[N:18]=1)=[O:16])[CH2:5][CH2:6][C:7]([O:9][C:10]([CH3:13])([CH3:12])[CH3:11])=[O:8], predict the reactants needed to synthesize it. The reactants are: [CH3:1][O:2][C:3](=[O:29])[C@@H:4]([NH:14][C:15]([C:17]1[CH:21]=[C:20]([OH:22])[N:19]([C:23]2[CH:28]=[CH:27][CH:26]=[CH:25][CH:24]=2)[N:18]=1)=[O:16])[CH2:5][CH2:6][C:7]([O:9][C:10]([CH3:13])([CH3:12])[CH3:11])=[O:8].CC(C)([O-])C.[K+].Br[CH2:37][C:38](=[O:43])[C:39]([CH3:42])([CH3:41])[CH3:40]. (3) Given the product [C:6]1([S:12]([CH2:15][CH2:16][CH2:17][C:18]2[N:22]([CH2:23][CH2:24][CH2:25][CH3:26])[N:21]=[C:20]([C:27]#[N:29])[CH:19]=2)(=[O:13])=[O:14])[CH:7]=[CH:8][CH:9]=[CH:10][CH:11]=1, predict the reactants needed to synthesize it. The reactants are: P(Cl)(Cl)(Cl)=O.[C:6]1([S:12]([CH2:15][CH2:16][CH2:17][C:18]2[N:22]([CH2:23][CH2:24][CH2:25][CH3:26])[N:21]=[C:20]([C:27]([NH2:29])=O)[CH:19]=2)(=[O:14])=[O:13])[CH:11]=[CH:10][CH:9]=[CH:8][CH:7]=1.[OH-].[NH4+].